From a dataset of Forward reaction prediction with 1.9M reactions from USPTO patents (1976-2016). Predict the product of the given reaction. Given the reactants [H-].[Na+].[CH3:3][C:4]1[N:8]=[C:7]([NH:9][C:10]2[CH:15]=[CH:14][CH:13]=[CH:12][N:11]=2)[S:6][N:5]=1.I[CH2:17][CH2:18][CH2:19][CH2:20][CH2:21][CH2:22][C:23]([O:25][CH2:26][CH3:27])=[O:24], predict the reaction product. The product is: [CH2:26]([O:25][C:23](=[O:24])[CH2:22][CH2:21][CH2:20][CH2:19][CH2:18][CH2:17][N:9]([C:7]1[S:6][N:5]=[C:4]([CH3:3])[N:8]=1)[C:10]1[CH:15]=[CH:14][CH:13]=[CH:12][N:11]=1)[CH3:27].